The task is: Predict the reaction yield, written as a fraction of the theoretical maximum amount of product (1.0 means a 100% yield; for example, 0.34 means a 34% yield).. This data is from Reaction yield outcomes from USPTO patents with 853,638 reactions. (1) The reactants are CS(Cl)(=O)=O.[C:6]1([CH2:12][O:13][C:14]([C:16]2([NH:22][C:23]([C:25]3[CH:30]=[CH:29][C:28]([CH2:31]O)=[CH:27][CH:26]=3)=[O:24])[CH2:21][CH2:20][CH2:19][CH2:18][CH2:17]2)=[O:15])[CH:11]=[CH:10][CH:9]=[CH:8][CH:7]=1.C(N(CC)CC)C.[NH:40]1[CH2:45][CH2:44][O:43][CH2:42][CH2:41]1. The catalyst is C(Cl)Cl. The product is [C:6]1([CH2:12][O:13][C:14]([C:16]2([NH:22][C:23]([C:25]3[CH:26]=[CH:27][C:28]([CH2:31][N:40]4[CH2:45][CH2:44][O:43][CH2:42][CH2:41]4)=[CH:29][CH:30]=3)=[O:24])[CH2:17][CH2:18][CH2:19][CH2:20][CH2:21]2)=[O:15])[CH:7]=[CH:8][CH:9]=[CH:10][CH:11]=1. The yield is 0.570. (2) The reactants are [C:1]([O:5][C:6]([N:8]1[C:12]([CH3:13])=[CH:11][CH:10]=[N:9]1)=[O:7])([CH3:4])([CH3:3])[CH3:2].C1C(=O)N([Br:21])C(=O)C1.C(OOC(=O)C1C=CC=CC=1)(=O)C1C=CC=CC=1. The catalyst is C(Cl)(Cl)(Cl)Cl. The product is [C:1]([O:5][C:6]([N:8]1[C:12]([CH2:13][Br:21])=[CH:11][CH:10]=[N:9]1)=[O:7])([CH3:4])([CH3:3])[CH3:2]. The yield is 0.520. (3) The reactants are ClC(OCC(C)C)=O.[Cl:9][C:10]1[CH:11]=[C:12]([CH:16]=[CH:17][C:18]([N:20]2[CH2:25][CH2:24][N:23]([C:26]3[C:31]([C:32]#[N:33])=[N:30][CH:29]=[CH:28][N:27]=3)[CH2:22][CH:21]2[C:34](O)=[O:35])=[O:19])[CH:13]=[CH:14][CH:15]=1.C(N(CC)CC)C.[BH4-].[Na+]. The catalyst is C1COCC1.O. The product is [Cl:9][C:10]1[CH:11]=[C:12]([CH:16]=[CH:17][C:18]([N:20]2[CH2:25][CH2:24][N:23]([C:26]3[C:31]([C:32]#[N:33])=[N:30][CH:29]=[CH:28][N:27]=3)[CH2:22][CH:21]2[CH2:34][OH:35])=[O:19])[CH:13]=[CH:14][CH:15]=1. The yield is 0.310. (4) The reactants are [Cl:1][C:2]1[CH:7]=[CH:6][C:5]([C:8]2[C:12]3[CH2:13][N:14]([C:17](=[O:19])[CH3:18])[CH2:15][CH2:16][C:11]=3[N:10]([CH2:20][CH:21]3[CH2:23][O:22]3)[N:9]=2)=[CH:4][C:3]=1[CH3:24].[Cl:25][C:26]1[CH:31]=[CH:30][C:29]([C:32]2[N:36]=[C:35]([CH:37]3[CH2:42][CH2:41][NH:40][CH2:39][CH2:38]3)[O:34][N:33]=2)=[CH:28][CH:27]=1.C(S([O-])(=O)=O)(F)(F)F.C(S([O-])(=O)=O)(F)(F)F.C(S([O-])(=O)=O)(F)(F)F.[Yb+3].CO.C(Cl)Cl. The catalyst is C(Cl)Cl. The product is [Cl:1][C:2]1[CH:7]=[CH:6][C:5]([C:8]2[C:12]3[CH2:13][N:14]([C:17](=[O:19])[CH3:18])[CH2:15][CH2:16][C:11]=3[N:10]([CH2:20][CH:21]([OH:22])[CH2:23][N:40]3[CH2:39][CH2:38][CH:37]([C:35]4[O:34][N:33]=[C:32]([C:29]5[CH:30]=[CH:31][C:26]([Cl:25])=[CH:27][CH:28]=5)[N:36]=4)[CH2:42][CH2:41]3)[N:9]=2)=[CH:4][C:3]=1[CH3:24]. The yield is 0.690. (5) The reactants are C(N(CC)CC)C.Br[C:9]1[CH:18]=[CH:17][C:16]2[NH:15][C:14](=[O:19])[C:13]3[NH:20][CH:21]=[CH:22][C:12]=3[C:11]=2[CH:10]=1.[CH2:23]([C:25]([O-:27])=[O:26])[CH3:24].Br[C:29]1[C:38]2[C:33](=[CH:34][CH:35]=[CH:36][CH:37]=2)[CH:32]=[CH:31][CH:30]=1.[O-]P(OP(OP([O-])([O-])=O)([O-])=O)(=O)[O-].[K+].[K+].[K+].[K+].[K+]. The catalyst is O1CCOCC1.Cl[Pd](Cl)([P](C1C=CC=CC=1)(C1C=CC=CC=1)C1C=CC=CC=1)[P](C1C=CC=CC=1)(C1C=CC=CC=1)C1C=CC=CC=1.O. The product is [C:37]1([C:9]2[CH:18]=[CH:17][C:16]3[NH:15][C:14](=[O:19])[C:13]4[NH:20][CH:21]=[CH:22][C:12]=4[C:11]=3[CH:10]=2)[C:38]2[C:33](=[CH:32][CH:31]=[CH:30][CH:29]=2)[CH:34]=[CH:35][CH:36]=1.[CH2:23]([C:25]([O-:27])=[O:26])[CH3:24]. The yield is 0.0300. (6) The reactants are [Na:1].[CH3:2][C:3]1[C:4]([CH2:20][S:21]([C:23]2[NH:27][C:26]3[CH:28]=[CH:29][CH:30]=[CH:31][C:25]=3[N:24]=2)=[O:22])=[N:5][CH:6]=[CH:7][C:8]=1OCCC1(CCC)OCCO1.ClC1C=C[N+]([O-])=C(C)C=1C.[CH2:42]([C:44]1([CH2:50][OH:51])[O:49][CH2:48][CH2:47][CH2:46][O:45]1)[CH3:43]. No catalyst specified. The product is [Na:1].[CH2:42]([C:44]1([CH2:50][O:51][C:8]2[CH:7]=[CH:6][N:5]=[C:4]([CH2:20][S:21]([C:23]3[NH:27][C:26]4[CH:28]=[CH:29][CH:30]=[CH:31][C:25]=4[N:24]=3)=[O:22])[C:3]=2[CH3:2])[O:49][CH2:48][CH2:47][CH2:46][O:45]1)[CH3:43]. The yield is 0.0960. (7) The reactants are [OH:1][CH2:2][CH2:3][CH2:4][N:5]1[CH2:9][CH2:8][NH:7][C:6]1=[C:10]([C:13]#[N:14])[C:11]#[N:12].C(=O)([O-])[O-].[K+].[K+].[Br:21][CH2:22][CH2:23]Br. The catalyst is CN(C=O)C.[Cl-].[Na+].O. The product is [Br:21][CH2:22][CH2:23][N:7]1[CH2:8][CH2:9][N:5]([CH2:4][CH2:3][CH2:2][OH:1])[C:6]1=[C:10]([C:11]#[N:12])[C:13]#[N:14]. The yield is 0.510. (8) The reactants are [Cl:1][C:2]1[NH:3][C:4]([Cl:11])=[C:5]2[C:9]([N:10]=1)=[N:8][CH:7]=[N:6]2.[H-].[Na+].Br[CH2:15][C:16]([O:18][CH2:19][CH3:20])=[O:17].C([O-])(O)=O.[Na+]. The catalyst is C1COCC1. The product is [Cl:1][C:2]1[N:10]=[C:9]2[C:5]([N:6]=[CH:7][N:8]2[CH2:15][C:16]([O:18][CH2:19][CH3:20])=[O:17])=[C:4]([Cl:11])[N:3]=1. The yield is 0.530. (9) The reactants are [Br:1][C:2]1[C:3]([OH:26])=[C:4]([CH:22]=[C:23]([Br:25])[CH:24]=1)[C:5]([NH:7][C:8]1[CH:13]=[C:12]([C:14]([F:17])([F:16])[F:15])[CH:11]=[CH:10][C:9]=1[C:18]([F:21])([F:20])[F:19])=[O:6].[N:27]1([C:33](Cl)=[O:34])[CH2:32][CH2:31][O:30][CH2:29][CH2:28]1. No catalyst specified. The product is [Br:1][C:2]1[C:3]([O:26][C:33]([N:27]2[CH2:32][CH2:31][O:30][CH2:29][CH2:28]2)=[O:34])=[C:4]([CH:22]=[C:23]([Br:25])[CH:24]=1)[C:5]([NH:7][C:8]1[CH:13]=[C:12]([C:14]([F:17])([F:15])[F:16])[CH:11]=[CH:10][C:9]=1[C:18]([F:19])([F:20])[F:21])=[O:6]. The yield is 0.706. (10) The reactants are [N+:1]([C:4]1[CH:9]=[CH:8][C:7]([N:10]2[CH2:15][CH:14]3[CH2:16][CH:11]2[CH:12]([OH:17])[CH2:13]3)=[CH:6][CH:5]=1)([O-:3])=[O:2].CCN(CC)CC.S(=O)(=O)=O.N1C=CC=CC=1.CS(C)=O. The catalyst is C(Cl)Cl. The product is [N+:1]([C:4]1[CH:9]=[CH:8][C:7]([N:10]2[CH2:15][CH:14]3[CH2:16][CH:11]2[C:12](=[O:17])[CH2:13]3)=[CH:6][CH:5]=1)([O-:3])=[O:2]. The yield is 0.540.